From a dataset of Forward reaction prediction with 1.9M reactions from USPTO patents (1976-2016). Predict the product of the given reaction. (1) Given the reactants [NH2:1][C:2]1[CH:7]=[CH:6][C:5]([C:8]([F:11])([F:10])[F:9])=[CH:4][N:3]=1.[Br:12]Br.[OH-].[Na+], predict the reaction product. The product is: [NH2:1][C:2]1[C:7]([Br:12])=[CH:6][C:5]([C:8]([F:9])([F:11])[F:10])=[CH:4][N:3]=1. (2) Given the reactants [C:1]([C:3]1[CH:4]=[C:5]([C:13]2[S:17][C:16]([N:18]3[C:37]([CH3:38])=[C:21]4[CH2:22][N:23]([C:26](=[O:36])[CH2:27][NH:28]C(=O)OC(C)(C)C)[CH2:24][CH2:25][C:20]4=[N:19]3)=[N:15][N:14]=2)[CH:6]=[CH:7][C:8]=1[O:9][CH:10]([CH3:12])[CH3:11])#[N:2].FC(F)(F)C(O)=O, predict the reaction product. The product is: [NH2:28][CH2:27][C:26]([N:23]1[CH2:24][CH2:25][C:20]2=[N:19][N:18]([C:16]3[S:17][C:13]([C:5]4[CH:6]=[CH:7][C:8]([O:9][CH:10]([CH3:12])[CH3:11])=[C:3]([CH:4]=4)[C:1]#[N:2])=[N:14][N:15]=3)[C:37]([CH3:38])=[C:21]2[CH2:22]1)=[O:36]. (3) Given the reactants [C:1]([C:3]1[CH:4]=[C:5]([N:9]2[C:18]3[C:13](=[CH:14][CH:15]=[CH:16][N:17]=3)[C:12](O)=[C:11]([C:20](=O)[CH2:21][C:22]3[CH:27]=[CH:26][CH:25]=[CH:24][CH:23]=3)[C:10]2=[O:29])[CH:6]=[CH:7][CH:8]=1)#[N:2].O.[NH2:31][NH2:32].O, predict the reaction product. The product is: [CH2:21]([C:20]1[C:11]2[C:10](=[O:29])[N:9]([C:5]3[CH:6]=[CH:7][CH:8]=[C:3]([C:1]#[N:2])[CH:4]=3)[C:18]3[N:17]=[CH:16][CH:15]=[CH:14][C:13]=3[C:12]=2[NH:32][N:31]=1)[C:22]1[CH:27]=[CH:26][CH:25]=[CH:24][CH:23]=1.